This data is from Catalyst prediction with 721,799 reactions and 888 catalyst types from USPTO. The task is: Predict which catalyst facilitates the given reaction. (1) Reactant: CS(C)=O.C(Cl)(=O)C(Cl)=O.[C:11]([NH:30][C@@H:31]([CH2:34][CH3:35])[CH2:32][OH:33])([C:24]1[CH:29]=[CH:28][CH:27]=[CH:26][CH:25]=1)([C:18]1[CH:23]=[CH:22][CH:21]=[CH:20][CH:19]=1)[C:12]1[CH:17]=[CH:16][CH:15]=[CH:14][CH:13]=1.C(N(CC)CC)C. Product: [C:11]([NH:30][C@@H:31]([CH2:34][CH3:35])[CH:32]=[O:33])([C:18]1[CH:19]=[CH:20][CH:21]=[CH:22][CH:23]=1)([C:24]1[CH:29]=[CH:28][CH:27]=[CH:26][CH:25]=1)[C:12]1[CH:17]=[CH:16][CH:15]=[CH:14][CH:13]=1. The catalyst class is: 4. (2) Reactant: F[C:2]1[CH:9]=[CH:8][C:5]([C:6]#[N:7])=[C:4]([C:10]([F:13])([F:12])[F:11])[CH:3]=1.Cl.[F:15][C:16]([F:21])([F:20])[CH2:17][CH2:18][NH2:19].CCN(C(C)C)C(C)C. Product: [F:11][C:10]([F:13])([F:12])[C:4]1[CH:3]=[C:2]([NH:19][CH2:18][CH2:17][C:16]([F:21])([F:20])[F:15])[CH:9]=[CH:8][C:5]=1[C:6]#[N:7]. The catalyst class is: 16. (3) Reactant: [NH2:1][C@H:2]([C:10]([OH:12])=[O:11])[CH2:3][C:4]1[CH:9]=[CH:8][CH:7]=[CH:6][CH:5]=1.[C:13]1([CH2:19][CH2:20][CH2:21][CH2:22]O)[CH:18]=[CH:17][CH:16]=[CH:15][CH:14]=1.Cl.O1CCOCC1. Product: [C:13]1([CH2:19][CH2:20][CH2:21][CH2:22][O:11][C:10](=[O:12])[C@H:2]([CH2:3][C:4]2[CH:9]=[CH:8][CH:7]=[CH:6][CH:5]=2)[NH2:1])[CH:18]=[CH:17][CH:16]=[CH:15][CH:14]=1. The catalyst class is: 12. (4) Reactant: [CH3:1][N:2]1[CH2:7][CH2:6][N:5]([CH3:8])[C:4](=[O:9])[C@H:3]1[C:10]1[CH:15]=[CH:14][C:13]([NH:16][C:17]2[C:18](=[O:43])[N:19]([CH3:42])[CH:20]=[C:21]([C:23]3[C:24]([CH3:41])=[C:25]([NH:29][C:30]([C:32]4[S:36][C:35]5[CH2:37][CH2:38][CH2:39][CH2:40][C:34]=5[CH:33]=4)=[O:31])[CH:26]=[CH:27][CH:28]=3)[N:22]=2)=[CH:12][CH:11]=1. Product: [CH3:1][N:2]1[CH2:7][CH2:6][N:5]([CH3:8])[C:4](=[O:9])[C@@H:3]1[C:10]1[CH:11]=[CH:12][C:13]([NH:16][C:17]2[C:18](=[O:43])[N:19]([CH3:42])[CH:20]=[C:21]([C:23]3[C:24]([CH3:41])=[C:25]([NH:29][C:30]([C:32]4[S:36][C:35]5[CH2:37][CH2:38][CH2:39][CH2:40][C:34]=5[CH:33]=4)=[O:31])[CH:26]=[CH:27][CH:28]=3)[N:22]=2)=[CH:14][CH:15]=1. The catalyst class is: 22. (5) Reactant: [Cl:1][C:2]1[C:7]([CH2:8][C:9]2[CH:14]=[CH:13][C:12]([O:15][CH2:16][CH3:17])=[CH:11][CH:10]=2)=[CH:6][C:5]([C@H:18]2[C@H:23]([O:24][CH2:25][C:26]3[CH:31]=[CH:30][CH:29]=[CH:28][CH:27]=3)[C@@H:22]([O:32][CH2:33][C:34]3[CH:39]=[CH:38][CH:37]=[CH:36][CH:35]=3)[C@H:21]([O:40][CH2:41][C:42]3[CH:47]=[CH:46][CH:45]=[CH:44][CH:43]=3)[C@@H:20]([CH2:48][O:49][CH2:50][C:51]3[CH:56]=[CH:55][CH:54]=[CH:53][CH:52]=3)[O:19]2)=[CH:4][C:3]=1[OH:57].[Br:58]Br.[Cl-].[NH4+]. Product: [Br:58][C:4]1[C:5]([C@H:18]2[C@H:23]([O:24][CH2:25][C:26]3[CH:31]=[CH:30][CH:29]=[CH:28][CH:27]=3)[C@@H:22]([O:32][CH2:33][C:34]3[CH:39]=[CH:38][CH:37]=[CH:36][CH:35]=3)[C@H:21]([O:40][CH2:41][C:42]3[CH:43]=[CH:44][CH:45]=[CH:46][CH:47]=3)[C@@H:20]([CH2:48][O:49][CH2:50][C:51]3[CH:52]=[CH:53][CH:54]=[CH:55][CH:56]=3)[O:19]2)=[CH:6][C:7]([CH2:8][C:9]2[CH:14]=[CH:13][C:12]([O:15][CH2:16][CH3:17])=[CH:11][CH:10]=2)=[C:2]([Cl:1])[C:3]=1[OH:57]. The catalyst class is: 52. (6) Reactant: [F:1][C:2]1[CH:22]=[CH:21][CH:20]=[C:19]([F:23])[C:3]=1[CH2:4][N:5]1[C:10]([CH3:11])=[CH:9][C:8](=[O:12])[C:7]([C:13]([O:15][CH2:16][CH3:17])=[O:14])=[C:6]1[CH3:18].[Br:24]Br. The catalyst class is: 15. Product: [F:1][C:2]1[CH:22]=[CH:21][CH:20]=[C:19]([F:23])[C:3]=1[CH2:4][N:5]1[C:6]([CH3:18])=[C:7]([C:13]([O:15][CH2:16][CH3:17])=[O:14])[C:8](=[O:12])[C:9]([Br:24])=[C:10]1[CH3:11]. (7) Reactant: [CH:1]1([C:4]2[C:12]([NH:13][S:14]([CH3:17])(=[O:16])=[O:15])=[CH:11][C:10]3[C:6](=[C:7]([C:27]([NH:29][CH3:30])=[O:28])[N:8]([C:18]4[CH:23]=[CH:22][C:21]([C:24]([CH3:26])=[CH2:25])=[CH:20][CH:19]=4)[N:9]=3)[CH:5]=2)[CH2:3][CH2:2]1. Product: [CH:1]1([C:4]2[C:12]([NH:13][S:14]([CH3:17])(=[O:16])=[O:15])=[CH:11][C:10]3[C:6](=[C:7]([C:27]([NH:29][CH3:30])=[O:28])[N:8]([C:18]4[CH:23]=[CH:22][C:21]([CH:24]([CH3:26])[CH3:25])=[CH:20][CH:19]=4)[N:9]=3)[CH:5]=2)[CH2:2][CH2:3]1. The catalyst class is: 19. (8) Reactant: [O-:1][CH2:2][CH3:3].[Na+].[Cl:5][C:6]1[CH:7]=[C:8]2[C:16](=[C:17]([N+:20]([O-:22])=[O:21])[C:18]=1F)[NH:15][C:14]1[CH:13]=[N:12][CH:11]=[CH:10][C:9]2=1.Cl. Product: [Cl:5][C:6]1[CH:7]=[C:8]2[C:16](=[C:17]([N+:20]([O-:22])=[O:21])[C:18]=1[O:1][CH2:2][CH3:3])[NH:15][C:14]1[CH:13]=[N:12][CH:11]=[CH:10][C:9]2=1. The catalyst class is: 58.